Dataset: Full USPTO retrosynthesis dataset with 1.9M reactions from patents (1976-2016). Task: Predict the reactants needed to synthesize the given product. (1) The reactants are: C(O[C:6]([N:8]1[CH2:12][C:11](=[N:13][O:14][CH3:15])[CH2:10][C@H:9]1[C:16]([OH:18])=O)=[O:7])(C)(C)C.[N:19]1[CH:24]=[CH:23][CH:22]=[C:21]([C:25]2[CH:33]=[CH:32][C:28](C(O)=O)=[CH:27][CH:26]=2)[CH:20]=1.[NH2:34][C@@H:35]([CH2:44][OH:45])[C@H:36]([C:38]1[CH:43]=[CH:42][CH:41]=[CH:40][CH:39]=1)[OH:37]. Given the product [OH:37][C@@H:36]([C:38]1[CH:43]=[CH:42][CH:41]=[CH:40][CH:39]=1)[C@@H:35]([NH:34][C:16]([C@@H:9]1[CH2:10][C:11](=[N:13][O:14][CH3:15])[CH2:12][N:8]1[C:6](=[O:7])[C:28]1[CH:27]=[CH:26][C:25]([C:21]2[CH:20]=[N:19][CH:24]=[CH:23][CH:22]=2)=[CH:33][CH:32]=1)=[O:18])[CH2:44][OH:45], predict the reactants needed to synthesize it. (2) Given the product [OH:50][C:39]1[CH:38]=[CH:37][C:36]([C:15]2[CH:16]=[C:17]3[C:9]([C:4]4[CH:5]=[CH:6][CH:7]=[CH:8][C:3]=4[O:2][CH3:1])=[N:10][N:11]([CH2:27][O:28][CH2:29][CH2:30][Si:31]([CH3:33])([CH3:34])[CH3:32])[C:12]3=[N:13][CH:14]=2)=[CH:41][C:40]=1[C:42]([N:44]1[CH2:45][CH2:46][O:47][CH2:48][CH2:49]1)=[O:43], predict the reactants needed to synthesize it. The reactants are: [CH3:1][O:2][C:3]1[CH:8]=[CH:7][CH:6]=[CH:5][C:4]=1[C:9]1[C:17]2[C:12](=[N:13][CH:14]=[C:15](B3OC(C)(C)C(C)(C)O3)[CH:16]=2)[N:11]([CH2:27][O:28][CH2:29][CH2:30][Si:31]([CH3:34])([CH3:33])[CH3:32])[N:10]=1.Br[C:36]1[CH:37]=[CH:38][C:39]([OH:50])=[C:40]([C:42]([N:44]2[CH2:49][CH2:48][O:47][CH2:46][CH2:45]2)=[O:43])[CH:41]=1.C(=O)([O-])[O-].[Na+].[Na+].C(=O)(O)[O-].[Na+]. (3) Given the product [CH3:1][N:2]([CH2:7][C:8]1[N:9]=[C:10]2[CH:15]=[CH:14][CH:13]=[CH:12][N:11]2[C:16]=1[C:17]#[C:18][C:19]1[CH:24]=[CH:23][CH:22]=[C:21]([C:25]([F:26])([F:27])[F:28])[CH:20]=1)[CH2:3][C:4]([OH:6])=[O:5], predict the reactants needed to synthesize it. The reactants are: [CH3:1][N:2]([CH2:7][C:8]1[N:9]=[C:10]2[CH:15]=[CH:14][CH:13]=[CH:12][N:11]2[C:16]=1[C:17]#[C:18][C:19]1[CH:24]=[CH:23][CH:22]=[C:21]([C:25]([F:28])([F:27])[F:26])[CH:20]=1)[CH2:3][C:4]([O-:6])=[O:5].CO.[OH-].[Na+].C(O)(=O)C.